This data is from Drug-target binding data from BindingDB using Kd measurements. The task is: Regression. Given a target protein amino acid sequence and a drug SMILES string, predict the binding affinity score between them. We predict pKd (pKd = -log10(Kd in M); higher means stronger binding). Dataset: bindingdb_kd. The drug is CC(C)[C@H](NC(=O)[C@@H](Cc1c[nH]c2ccccc12)NC(=O)[C@H](Cc1ccc(O)cc1)NC(=O)[C@@H](N)CC(=O)O)C(=O)N[C@H](Cc1c[nH]c2ccccc12)C(=O)N[C@H](Cc1c[nH]c2ccccc12)C(=O)N[C@@H](CCCNC(=N)N)C(=O)O. The target protein (P79218) has sequence MGACDIVTEANISSDIDSNATGVTAFSMPGWQLALWATAYLALVLVAVVGNATVIWIILAHRRMRTVTNYFIVNLALADLCMATFNAAFNFVYASHNIWYFGRAFCYFQNLFPITAMFVSIYSMTAIAADRYMAIVHPFQPRLSGPGTKAVIAGIWLVALALAFPQCFYSTITMDQGATKCVVAWPEDSGGKMLLLYHLTVIALIYFLPLVVMFVAYSVIGFKLWRRTVPGHQTHGANLRHLRAKKKFVKTMVLVVVTFAVCWLPYHLYFLLGHFQDDIYCRKFIQQVYLVLFWLAMSSTMYNPIIYCCLNHRFRSGFRLAFRCCPWVTPTEEDKLELTHTPSLSVRVNRCHTKETLFLVGDVAPSEAANGQAGGPQDGGAYDF. The pKd is 7.7.